This data is from Full USPTO retrosynthesis dataset with 1.9M reactions from patents (1976-2016). The task is: Predict the reactants needed to synthesize the given product. (1) Given the product [Br:1][C:2]1[CH:7]=[C:6]([CH:5]=[CH:4][C:3]=1[CH3:11])[NH2:8], predict the reactants needed to synthesize it. The reactants are: [Br:1][C:2]1[CH:7]=[C:6]([N+:8]([O-])=O)[CH:5]=[CH:4][C:3]=1[CH3:11].C(O)C.O.O.[Sn](Cl)Cl.C(=O)([O-])[O-].[K+].[K+]. (2) Given the product [CH:24]1([NH:27][C:28](=[O:45])[C:29]2[CH:34]=[CH:33][C:32]([CH3:35])=[C:31]([C:2]3[CH:3]=[C:4]4[C:9](=[CH:10][CH:11]=3)[N:8]=[C:7]([NH:12][CH2:13][C:14]([CH3:16])([NH:17][C:18](=[O:23])[C:19]([CH3:21])([CH3:20])[CH3:22])[CH3:15])[N:6]=[CH:5]4)[CH:30]=2)[CH2:25][CH2:26]1, predict the reactants needed to synthesize it. The reactants are: Br[C:2]1[CH:3]=[C:4]2[C:9](=[CH:10][CH:11]=1)[N:8]=[C:7]([NH:12][CH2:13][C:14]([NH:17][C:18](=[O:23])[C:19]([CH3:22])([CH3:21])[CH3:20])([CH3:16])[CH3:15])[N:6]=[CH:5]2.[CH:24]1([NH:27][C:28](=[O:45])[C:29]2[CH:34]=[CH:33][C:32]([CH3:35])=[C:31](B3OC(C)(C)C(C)(C)O3)[CH:30]=2)[CH2:26][CH2:25]1. (3) Given the product [OH:3][CH:1]([C:4]1[CH:5]=[C:8]([CH:9]=[CH:10][CH:11]=1)[C:16]#[N:15])[CH3:2], predict the reactants needed to synthesize it. The reactants are: [C:1]([C:4]1[CH:11]=[CH:10][CH:9]=[CH:8][C:5]=1C#N)(=[O:3])[CH3:2].[BH4-].[Na+].[Cl-].[NH4+:15].[CH3:16]O. (4) The reactants are: [Si:1]([O:18][C@@H:19]1[CH2:24][CH2:23][CH2:22][C@H:21]([C:25]([OH:27])=[O:26])[CH2:20]1)([C:14]([CH3:17])([CH3:16])[CH3:15])([C:8]1[CH:13]=[CH:12][CH:11]=[CH:10][CH:9]=1)[C:2]1[CH:7]=[CH:6][CH:5]=[CH:4][CH:3]=1.[OH-].[Na+].Cl.[CH:31](O)(C)C. Given the product [Si:1]([O:18][C@@H:19]1[CH2:24][CH2:23][CH2:22][C@H:21]([C:25]([O:27][CH3:31])=[O:26])[CH2:20]1)([C:14]([CH3:17])([CH3:15])[CH3:16])([C:8]1[CH:13]=[CH:12][CH:11]=[CH:10][CH:9]=1)[C:2]1[CH:3]=[CH:4][CH:5]=[CH:6][CH:7]=1, predict the reactants needed to synthesize it. (5) Given the product [CH3:4][C:5]1[CH:10]=[CH:9][N:8]=[C:7]([S:11][CH3:13])[N:6]=1, predict the reactants needed to synthesize it. The reactants are: [OH-].[Na+].Cl.[CH3:4][C:5]1[CH:10]=[CH:9][N:8]=[C:7]([SH:11])[N:6]=1.I[CH3:13]. (6) Given the product [Cl:1][C:2]1[N:7]=[C:6]([C:13]2[CH:14]=[CH:15][CH:16]=[C:11]([F:10])[N:12]=2)[C:5]([Cl:9])=[CH:4][N:3]=1, predict the reactants needed to synthesize it. The reactants are: [Cl:1][C:2]1[N:7]=[C:6](Cl)[C:5]([Cl:9])=[CH:4][N:3]=1.[F:10][C:11]1[CH:16]=[CH:15][CH:14]=[C:13](B2OC(C)(C)C(C)(C)O2)[N:12]=1.C(Cl)Cl.C(=O)([O-])[O-].[Na+].[Na+].